This data is from Full USPTO retrosynthesis dataset with 1.9M reactions from patents (1976-2016). The task is: Predict the reactants needed to synthesize the given product. (1) Given the product [CH:22]1([C:20]([N:17]2[CH2:18][CH2:19][C@@H:15]([CH2:14][N:9]3[C:8]([C:5]4[CH:6]=[CH:7][C:2]([C:28]5[CH:29]=[CH:30][C:31]([O:33][CH3:34])=[CH:32][C:27]=5[F:26])=[CH:3][C:4]=4[F:25])=[N:12][NH:11][C:10]3=[O:13])[CH2:16]2)=[O:21])[CH2:24][CH2:23]1, predict the reactants needed to synthesize it. The reactants are: Br[C:2]1[CH:7]=[CH:6][C:5]([C:8]2[N:9]([CH2:14][C@@H:15]3[CH2:19][CH2:18][N:17]([C:20]([CH:22]4[CH2:24][CH2:23]4)=[O:21])[CH2:16]3)[C:10](=[O:13])[NH:11][N:12]=2)=[C:4]([F:25])[CH:3]=1.[F:26][C:27]1[CH:32]=[C:31]([O:33][CH3:34])[CH:30]=[CH:29][C:28]=1B(O)O.C([O-])([O-])=O.[K+].[K+].Cl. (2) Given the product [CH3:55][C:56]1[O:60][C:59](=[O:61])[O:58][C:57]=1[CH2:62][O:63][C:64](=[O:84])[C@H:65]([OH:83])[CH2:66][C@H:67]([NH:82][C:13]([C:4]1[CH:3]=[C:2]([OH:1])[N:6]([C:7]2[CH:12]=[CH:11][CH:10]=[CH:9][N:8]=2)[N:5]=1)=[O:15])[CH2:68][C:69]1[CH:74]=[CH:73][C:72]([C:75]2[CH:80]=[CH:79][CH:78]=[C:77]([Cl:81])[CH:76]=2)=[CH:71][CH:70]=1, predict the reactants needed to synthesize it. The reactants are: [OH:1][C:2]1[N:6]([C:7]2[CH:12]=[CH:11][CH:10]=[CH:9][N:8]=2)[N:5]=[C:4]([C:13]([OH:15])=O)[CH:3]=1.CN(C(ON1N=NC2C=CC(=CC1=2)Cl)=[N+](C)C)C.F[P-](F)(F)(F)(F)F.CN(C=O)C.CCN(C(C)C)C(C)C.[CH3:55][C:56]1[O:60][C:59](=[O:61])[O:58][C:57]=1[CH2:62][O:63][C:64](=[O:84])[C@H:65]([OH:83])[CH2:66][C@H:67]([NH2:82])[CH2:68][C:69]1[CH:74]=[CH:73][C:72]([C:75]2[CH:80]=[CH:79][CH:78]=[C:77]([Cl:81])[CH:76]=2)=[CH:71][CH:70]=1. (3) The reactants are: CS(O[C@@H:6]([CH2:22][CH2:23][CH2:24][CH2:25][NH:26][C:27]([O:29][CH2:30][C:31]1[CH:36]=[CH:35][CH:34]=[CH:33][CH:32]=1)=[O:28])[C:7]([N:9]([CH2:16][C:17]1[S:18][CH:19]=[CH:20][CH:21]=1)[CH2:10][C:11]1[S:12][CH:13]=[CH:14][CH:15]=1)=[O:8])(=O)=O.[C-:37]#[N:38].[Na+]. Given the product [CH2:30]([O:29][C:27](=[O:28])[NH:26][CH2:25][CH2:24][CH2:23][CH2:22][C@@H:6]([C:37]#[N:38])[C:7]([N:9]([CH2:16][C:17]1[S:18][CH:19]=[CH:20][CH:21]=1)[CH2:10][C:11]1[S:12][CH:13]=[CH:14][CH:15]=1)=[O:8])[C:31]1[CH:36]=[CH:35][CH:34]=[CH:33][CH:32]=1, predict the reactants needed to synthesize it. (4) Given the product [Br:8][C:9]1[CH:16]=[C:15]([F:17])[CH:14]=[CH:13][C:10]=1/[C:11](=[N:7]/[S@:5]([C:2]([CH3:4])([CH3:3])[CH3:1])=[O:6])/[CH3:19], predict the reactants needed to synthesize it. The reactants are: [CH3:1][C:2]([S@@:5]([NH2:7])=[O:6])([CH3:4])[CH3:3].[Br:8][C:9]1[CH:16]=[C:15]([F:17])[CH:14]=[CH:13][C:10]=1[CH:11]=O.Cl[CH2:19]CCl. (5) Given the product [CH2:1]([O:5][C:6]1[CH:10]=[C:9]([C:11]([OH:13])=[O:12])[N:8]([CH2:15][C:16]2[CH:21]=[CH:20][C:19]([Cl:22])=[CH:18][C:17]=2[Cl:23])[N:7]=1)[CH2:2][CH2:3][CH3:4], predict the reactants needed to synthesize it. The reactants are: [CH2:1]([O:5][C:6]1[CH:10]=[C:9]([C:11]([O:13]C)=[O:12])[N:8]([CH2:15][C:16]2[CH:21]=[CH:20][C:19]([Cl:22])=[CH:18][C:17]=2[Cl:23])[N:7]=1)[CH2:2][CH2:3][CH3:4].O1CCCC1.CO.[OH-].[Na+]. (6) Given the product [F:1][C:2]1[CH:3]=[CH:4][C:5]2[N:6]([C:8]([C:11]3[N:16]=[C:15]([NH:17][C@@H:18]4[CH2:23][CH2:22][CH2:21][NH:20][CH2:19]4)[C:14]([C:31]([F:32])([F:33])[F:34])=[C:13]([O:35][CH3:36])[N:12]=3)=[CH:9][N:10]=2)[CH:7]=1, predict the reactants needed to synthesize it. The reactants are: [F:1][C:2]1[CH:3]=[CH:4][C:5]2[N:6]([C:8]([C:11]3[N:16]=[C:15]([NH:17][C@@H:18]4[CH2:23][CH2:22][CH2:21][N:20](C(OC(C)(C)C)=O)[CH2:19]4)[C:14]([C:31]([F:34])([F:33])[F:32])=[C:13]([O:35][CH3:36])[N:12]=3)=[CH:9][N:10]=2)[CH:7]=1.FC(F)(F)C(O)=O. (7) Given the product [CH:56]1([NH:59][C:60]([C@@H:62]2[CH2:67][CH2:66][CH2:65][N:64]([C:31](=[O:33])[CH2:30][C:26]3[C:25]([CH3:34])=[C:24](/[CH:23]=[C:16]4\[C:17](=[O:22])[NH:18][C:19]5[C:15]\4=[CH:14][C:13]([S:10]([CH2:9][C:3]4[C:4]([Cl:8])=[CH:5][CH:6]=[CH:7][C:2]=4[Cl:1])(=[O:12])=[O:11])=[CH:21][CH:20]=5)[NH:28][C:27]=3[CH3:29])[CH2:63]2)=[O:61])[CH2:58][CH2:57]1, predict the reactants needed to synthesize it. The reactants are: [Cl:1][C:2]1[CH:7]=[CH:6][CH:5]=[C:4]([Cl:8])[C:3]=1[CH2:9][S:10]([C:13]1[CH:14]=[C:15]2[C:19](=[CH:20][CH:21]=1)[NH:18][C:17](=[O:22])/[C:16]/2=[CH:23]\[C:24]1[NH:28][C:27]([CH3:29])=[C:26]([CH2:30][C:31]([OH:33])=O)[C:25]=1[CH3:34])(=[O:12])=[O:11].C1C=CC2N(O)N=NC=2C=1.CCN=C=NCCCN(C)C.[CH:56]1([NH:59][C:60]([C@@H:62]2[CH2:67][CH2:66][CH2:65][NH:64][CH2:63]2)=[O:61])[CH2:58][CH2:57]1.